This data is from Catalyst prediction with 721,799 reactions and 888 catalyst types from USPTO. The task is: Predict which catalyst facilitates the given reaction. Reactant: [N:1]1([C:7]2[CH:12]=[CH:11][C:10]([OH:13])=[CH:9][CH:8]=2)[CH2:6][CH2:5][NH:4][CH2:3][CH2:2]1.C(N(CC)CC)C.[C:21](Cl)(=[O:28])[C:22]1[CH:27]=[CH:26][CH:25]=[CH:24][CH:23]=1.C(=O)([O-])[O-].[K+].[K+]. Product: [C:22]1([C:21]([N:4]2[CH2:3][CH2:2][N:1]([C:7]3[CH:8]=[CH:9][C:10]([OH:13])=[CH:11][CH:12]=3)[CH2:6][CH2:5]2)=[O:28])[CH:27]=[CH:26][CH:25]=[CH:24][CH:23]=1. The catalyst class is: 4.